Task: Predict the reactants needed to synthesize the given product.. Dataset: Full USPTO retrosynthesis dataset with 1.9M reactions from patents (1976-2016) (1) Given the product [Br:16][C:17]1[CH:22]=[CH:21][C:20]([N:1]2[CH2:5][CH2:4][C@@H:3]3[CH2:6][N:7]([C:9]([O:11][C:12]([CH3:15])([CH3:14])[CH3:13])=[O:10])[CH2:8][C@H:2]23)=[CH:19][CH:18]=1, predict the reactants needed to synthesize it. The reactants are: [NH:1]1[CH2:5][CH2:4][C@@H:3]2[CH2:6][N:7]([C:9]([O:11][C:12]([CH3:15])([CH3:14])[CH3:13])=[O:10])[CH2:8][C@H:2]12.[Br:16][C:17]1[CH:22]=[CH:21][C:20](Br)=[CH:19][CH:18]=1.C1C=CC(P(C2C(C3C(P(C4C=CC=CC=4)C4C=CC=CC=4)=CC=C4C=3C=CC=C4)=C3C(C=CC=C3)=CC=2)C2C=CC=CC=2)=CC=1.CC(C)([O-])C.[Na+]. (2) Given the product [C:10]1([C:7]2[CH:6]=[C:5]([C:3]([OH:4])=[O:2])[O:9][N:8]=2)[CH:11]=[CH:12][CH:13]=[CH:14][CH:15]=1, predict the reactants needed to synthesize it. The reactants are: C[O:2][C:3]([C:5]1[O:9][N:8]=[C:7]([C:10]2[CH:15]=[CH:14][CH:13]=[CH:12][CH:11]=2)[CH:6]=1)=[O:4].[Li+].[OH-]. (3) Given the product [CH2:8]([O:10][C:11]([C:12]1[C:13]([OH:20])=[CH:14][C:15](=[O:16])[N:7]2[C:3]=1[CH2:4][CH2:5][CH2:6]2)=[O:21])[CH3:9], predict the reactants needed to synthesize it. The reactants are: CO[C:3]1[CH2:4][CH2:5][CH2:6][N:7]=1.[CH2:8]([O:10][C:11](=[O:21])[CH2:12][C:13](=[O:20])[CH2:14][C:15](OCC)=[O:16])[CH3:9]. (4) Given the product [CH3:1][C:2]1([CH3:24])[NH:7][C:6](=[O:8])[C:5]2[S:9][C:10]([N:12]3[C:17]4[CH:18]=[C:19]([CH2:22][O:23][C:26]5[CH:27]=[N:28][CH:29]=[CH:30][CH:31]=5)[CH:20]=[CH:21][C:16]=4[O:15][CH2:14][CH2:13]3)=[N:11][C:4]=2[CH2:3]1, predict the reactants needed to synthesize it. The reactants are: [CH3:1][C:2]1([CH3:24])[NH:7][C:6](=[O:8])[C:5]2[S:9][C:10]([N:12]3[C:17]4[CH:18]=[C:19]([CH:22]=[O:23])[CH:20]=[CH:21][C:16]=4[O:15][CH2:14][CH2:13]3)=[N:11][C:4]=2[CH2:3]1.O[C:26]1[CH:27]=[N:28][CH:29]=[CH:30][CH:31]=1.C1(P(C2C=CC=CC=2)C2C=CC=CC=2)C=CC=CC=1.N(C(OCC)=O)=NC(OCC)=O. (5) The reactants are: [NH:1]1[CH2:4][CH:3]([N:5]2[C:9]3=[N:10][CH:11]=[N:12][C:13]([NH2:14])=[C:8]3[C:7]([C:15]3[CH:20]=[CH:19][C:18]([O:21][C:22]4[CH:27]=[CH:26][CH:25]=[CH:24][CH:23]=4)=[CH:17][CH:16]=3)=[N:6]2)[CH2:2]1.[O:28]1[C:30]2([CH2:35][CH2:34][N:33]([C:36]([O:38][C:39]([CH3:42])([CH3:41])[CH3:40])=[O:37])[CH2:32][CH2:31]2)[CH2:29]1. Given the product [NH2:14][C:13]1[N:12]=[CH:11][N:10]=[C:9]2[N:5]([CH:3]3[CH2:2][N:1]([CH2:29][C:30]4([OH:28])[CH2:31][CH2:32][N:33]([C:36]([O:38][C:39]([CH3:42])([CH3:41])[CH3:40])=[O:37])[CH2:34][CH2:35]4)[CH2:4]3)[N:6]=[C:7]([C:15]3[CH:16]=[CH:17][C:18]([O:21][C:22]4[CH:27]=[CH:26][CH:25]=[CH:24][CH:23]=4)=[CH:19][CH:20]=3)[C:8]=12, predict the reactants needed to synthesize it. (6) Given the product [C:1]1([C:9]2[CH:14]=[CH:13][CH:12]=[CH:11][CH:10]=2)[CH:6]=[CH:5][CH:4]=[CH:3][C:2]=1[CH2:7][NH:8][C:28]([NH:27][C:24]1[N:23]([C:37]2[CH:38]=[CH:39][CH:40]=[CH:41][CH:42]=2)[N:22]=[C:21]([C:19]2[CH:18]=[N:17][N:16]([CH3:15])[CH:20]=2)[C:25]=1[CH3:26])=[O:29], predict the reactants needed to synthesize it. The reactants are: [C:1]1([C:9]2[CH:14]=[CH:13][CH:12]=[CH:11][CH:10]=2)[CH:6]=[CH:5][CH:4]=[CH:3][C:2]=1[CH2:7][NH2:8].[CH3:15][N:16]1[CH:20]=[C:19]([C:21]2[C:25]([CH3:26])=[C:24]([NH:27][C:28](=O)[O:29]C3C=CC=CC=3)[N:23]([C:37]3[CH:42]=[CH:41][CH:40]=[CH:39][CH:38]=3)[N:22]=2)[CH:18]=[N:17]1.CCN(C(C)C)C(C)C.